This data is from Catalyst prediction with 721,799 reactions and 888 catalyst types from USPTO. The task is: Predict which catalyst facilitates the given reaction. The catalyst class is: 278. Reactant: [F:1][C:2]([CH3:36])([CH3:35])[CH2:3][N:4]1[CH2:9][CH2:8][CH:7]([CH2:10][O:11][C:12]2[CH:17]=[CH:16][C:15]([C:18]3[C:19]([C:24]([N:26]4[CH2:30][CH2:29][CH2:28][C@@H:27]4[C:31]([O:33]C)=[O:32])=[O:25])=[CH:20][CH:21]=[CH:22][CH:23]=3)=[CH:14][CH:13]=2)[CH2:6][CH2:5]1.O[Li].O.Cl. Product: [F:1][C:2]([CH3:36])([CH3:35])[CH2:3][N:4]1[CH2:9][CH2:8][CH:7]([CH2:10][O:11][C:12]2[CH:13]=[CH:14][C:15]([C:18]3[C:19]([C:24]([N:26]4[CH2:30][CH2:29][CH2:28][C@@H:27]4[C:31]([OH:33])=[O:32])=[O:25])=[CH:20][CH:21]=[CH:22][CH:23]=3)=[CH:16][CH:17]=2)[CH2:6][CH2:5]1.